Dataset: HIV replication inhibition screening data with 41,000+ compounds from the AIDS Antiviral Screen. Task: Binary Classification. Given a drug SMILES string, predict its activity (active/inactive) in a high-throughput screening assay against a specified biological target. (1) The compound is COc1nc(N=[N+]=[N-])nc(-c2c(OC)ccc3ccccc23)n1. The result is 0 (inactive). (2) The compound is NS(=O)(=O)c1ccc(NC(=S)NC=C2C(=O)Nc3ccccc3C2=O)cc1. The result is 0 (inactive).